From a dataset of Forward reaction prediction with 1.9M reactions from USPTO patents (1976-2016). Predict the product of the given reaction. (1) Given the reactants [NH2:1][C@H:2]([CH2:14][NH:15][S:16]([CH3:19])(=[O:18])=[O:17])[CH2:3][CH2:4][CH2:5][NH:6][C:7](=[O:13])[O:8][C:9]([CH3:12])([CH3:11])[CH3:10].C(N(CC)CC)C.Cl[C:28]1[C:37]2[C:32](=[CH:33][CH:34]=[CH:35][CH:36]=2)[N:31]=[CH:30][C:29]=1[N+:38]([O-:40])=[O:39], predict the reaction product. The product is: [CH3:19][S:16]([NH:15][CH2:14][C@@H:2]([NH:1][C:28]1[C:37]2[C:32](=[CH:33][CH:34]=[CH:35][CH:36]=2)[N:31]=[CH:30][C:29]=1[N+:38]([O-:40])=[O:39])[CH2:3][CH2:4][CH2:5][NH:6][C:7](=[O:13])[O:8][C:9]([CH3:10])([CH3:11])[CH3:12])(=[O:18])=[O:17]. (2) Given the reactants Br[C:2]1[CH:3]=[C:4]2[C:10]([C:11]3[CH:16]=[CH:15][CH:14]=[CH:13][C:12]=3[O:17][CH3:18])=[CH:9][NH:8][C:5]2=[N:6][CH:7]=1.[CH3:19][C:20]1[C:24](B(O)O)=[C:23]([CH3:28])[O:22][N:21]=1.ClCCl.C(=O)([O-])[O-].[Na+].[Na+], predict the reaction product. The product is: [CH3:19][C:20]1[C:24]([C:2]2[CH:3]=[C:4]3[C:10]([C:11]4[CH:16]=[CH:15][CH:14]=[CH:13][C:12]=4[O:17][CH3:18])=[CH:9][NH:8][C:5]3=[N:6][CH:7]=2)=[C:23]([CH3:28])[O:22][N:21]=1. (3) Given the reactants [SH:1][CH2:2][CH2:3][C:4]1[CH:14]=[CH:13][C:7]([C:8]([O:10][CH2:11][CH3:12])=[O:9])=[CH:6][CH:5]=1.[BH4-].I[C:17]1[CH:18]=[C:19]2[C:23](=[CH:24][CH:25]=1)[N:22]([CH2:26][CH2:27][CH2:28][CH2:29][CH3:30])[C:21](=[O:31])[C:20]2([O:34][CH3:35])[O:32][CH3:33], predict the reaction product. The product is: [CH3:33][O:32][C:20]1([O:34][CH3:35])[C:19]2[C:23](=[CH:24][CH:25]=[C:17]([S:1][CH2:2][CH2:3][C:4]3[CH:14]=[CH:13][C:7]([C:8]([O:10][CH2:11][CH3:12])=[O:9])=[CH:6][CH:5]=3)[CH:18]=2)[N:22]([CH2:26][CH2:27][CH2:28][CH2:29][CH3:30])[C:21]1=[O:31]. (4) Given the reactants CN(C(ON1N=NC2C=CC=NC1=2)=[N+](C)C)C.F[P-](F)(F)(F)(F)F.C(N(CC)C(C)C)(C)C.[NH2:34][C:35]1[C:36]([C:45]([OH:47])=O)=[CH:37][C:38]2[C:43]([CH:44]=1)=[CH:42][CH:41]=[CH:40][CH:39]=2.[NH2:48][C@@H:49]([C:54]1[CH:59]=[CH:58][C:57]([OH:60])=[CH:56][CH:55]=1)[C:50]([O:52][CH3:53])=[O:51].C([O-])(O)=O.[Na+], predict the reaction product. The product is: [NH2:34][C:35]1[C:36]([C:45]([NH:48][C@@H:49]([C:54]2[CH:55]=[CH:56][C:57]([OH:60])=[CH:58][CH:59]=2)[C:50]([O:52][CH3:53])=[O:51])=[O:47])=[CH:37][C:38]2[C:43]([CH:44]=1)=[CH:42][CH:41]=[CH:40][CH:39]=2. (5) The product is: [ClH:30].[S:1]1[CH:5]=[CH:4][C:3]([C:6]2[C:16]3[O:15][CH2:14][CH2:13][NH:12][CH2:11][C:10]=3[CH:9]=[CH:8][CH:7]=2)=[CH:2]1. Given the reactants [S:1]1[CH:5]=[CH:4][C:3]([C:6]2[C:16]3[O:15][CH2:14][CH2:13][N:12](C(OC(C)(C)C)=O)[CH2:11][C:10]=3[CH:9]=[CH:8][CH:7]=2)=[CH:2]1.C(OCC)(=O)C.[ClH:30], predict the reaction product. (6) The product is: [C:17]([O:21][C:22]([N:24]1[CH2:29][CH2:28][CH:27]([N:30]([C:14]([C:11]2[CH:10]=[C:9]([C:6]3[CH:5]=[CH:4][C:3]([C:1]#[N:2])=[CH:8][CH:7]=3)[O:13][N:12]=2)=[O:16])[CH:31]2[CH2:32][CH2:33]2)[CH2:26][CH2:25]1)=[O:23])([CH3:20])([CH3:18])[CH3:19]. Given the reactants [C:1]([C:3]1[CH:8]=[CH:7][C:6]([C:9]2[O:13][N:12]=[C:11]([C:14]([OH:16])=O)[CH:10]=2)=[CH:5][CH:4]=1)#[N:2].[C:17]([O:21][C:22]([N:24]1[CH2:29][CH2:28][CH:27]([NH:30][CH:31]2[CH2:33][CH2:32]2)[CH2:26][CH2:25]1)=[O:23])([CH3:20])([CH3:19])[CH3:18], predict the reaction product. (7) Given the reactants Cl.Cl.[F:3][C:4]1[CH:5]=[C:6]([C:11]2[C:12]3[N:13]([N:17]=[C:18]([NH:20][C@@H:21]4[CH2:26][CH2:25][NH:24][CH2:23][C@@H:22]4[O:27][CH3:28])[N:19]=3)[CH:14]=[CH:15][CH:16]=2)[CH:7]=[CH:8][C:9]=1[F:10].Cl[C:30]1[CH:35]=[C:34]([CH3:36])[N:33]=[CH:32][N:31]=1.CCN(C(C)C)C(C)C, predict the reaction product. The product is: [F:3][C:4]1[CH:5]=[C:6]([C:11]2[C:12]3[N:13]([N:17]=[C:18]([NH:20][C@@H:21]4[CH2:26][CH2:25][N:24]([C:30]5[CH:35]=[C:34]([CH3:36])[N:33]=[CH:32][N:31]=5)[CH2:23][C@@H:22]4[O:27][CH3:28])[N:19]=3)[CH:14]=[CH:15][CH:16]=2)[CH:7]=[CH:8][C:9]=1[F:10]. (8) Given the reactants [C:1]([O:5][C:6]([NH:8][CH:9]1[C:27](=[O:28])[N:26]2[CH:22]([CH2:23][CH:24]([OH:29])[CH2:25]2)[C:21](=[O:30])[NH:20][C:19]2([C:31]([O:33]CC)=[O:32])[CH:17]([CH2:18]2)[CH:16]=[CH:15][CH2:14][CH2:13][CH2:12][CH2:11][CH2:10]1)=[O:7])([CH3:4])([CH3:3])[CH3:2].[H-].[Na+].F[C:39]1[CH:44]=[CH:43][C:42]([N+:45]([O-:47])=[O:46])=[CH:41][CH:40]=1, predict the reaction product. The product is: [C:1]([O:5][C:6]([NH:8][CH:9]1[C:27](=[O:28])[N:26]2[CH:22]([CH2:23][CH:24]([O:29][C:39]3[CH:44]=[CH:43][C:42]([N+:45]([O-:47])=[O:46])=[CH:41][CH:40]=3)[CH2:25]2)[C:21](=[O:30])[NH:20][C:19]2([C:31]([OH:33])=[O:32])[CH:17]([CH2:18]2)[CH:16]=[CH:15][CH2:14][CH2:13][CH2:12][CH2:11][CH2:10]1)=[O:7])([CH3:3])([CH3:2])[CH3:4]. (9) Given the reactants [NH:1]1[C:5]2[CH:6]=[CH:7][C:8]([C:10]3[C:19]([N:20]([CH:22]([CH3:24])[CH3:23])[CH3:21])=[N:18][C:17]4[C:12](=[CH:13][CH:14]=[C:15]([C:25]([O:27]C)=[O:26])[CH:16]=4)[N:11]=3)=[CH:9][C:4]=2[N:3]=[N:2]1.[OH-].[Na+], predict the reaction product. The product is: [NH:1]1[C:5]2[CH:6]=[CH:7][C:8]([C:10]3[C:19]([N:20]([CH:22]([CH3:24])[CH3:23])[CH3:21])=[N:18][C:17]4[C:12](=[CH:13][CH:14]=[C:15]([C:25]([OH:27])=[O:26])[CH:16]=4)[N:11]=3)=[CH:9][C:4]=2[N:3]=[N:2]1. (10) Given the reactants [NH2:1][C:2]1[C:3](=[O:21])[NH:4][C:5]2[C:10]([N:11]=1)=[C:9]([O:12][C:13]1[CH:18]=[C:17](Cl)[N:16]=[CH:15][N:14]=1)[CH:8]=[C:7]([F:20])[CH:6]=2.NC1C(=O)NC2C(N=1)=C(OC1C=C([N:40]3[CH2:45][CH2:44][N:43]([C@H:46]([C:48]4[CH:53]=[CH:52][C:51]([F:54])=[CH:50][CH:49]=4)[CH3:47])[CH2:42][CH2:41]3)N=CN=1)C=CC=2, predict the reaction product. The product is: [NH2:1][C:2]1[C:3](=[O:21])[NH:4][C:5]2[C:10]([N:11]=1)=[C:9]([O:12][C:13]1[CH:18]=[C:17]([N:40]3[CH2:41][CH2:42][N:43]([C@H:46]([C:48]4[CH:53]=[CH:52][C:51]([F:54])=[CH:50][CH:49]=4)[CH3:47])[CH2:44][CH2:45]3)[N:16]=[CH:15][N:14]=1)[CH:8]=[C:7]([F:20])[CH:6]=2.